This data is from Reaction yield outcomes from USPTO patents with 853,638 reactions. The task is: Predict the reaction yield, written as a fraction of the theoretical maximum amount of product (1.0 means a 100% yield; for example, 0.34 means a 34% yield). (1) The reactants are [F:1][C:2]1([F:33])[O:6][C:5]2[CH:7]=[CH:8][C:9]([C:11]3([C:14]([NH:16][C:17]4[N:22]=[C:21]([C:23]5[CH:24]=[N:25][C:26]([O:30]C)=[C:27]([CH3:29])[CH:28]=5)[CH:20]=[C:19]([CH3:32])[CH:18]=4)=[O:15])[CH2:13][CH2:12]3)=[CH:10][C:4]=2[O:3]1.Cl. The catalyst is O1CCOCC1. The product is [F:33][C:2]1([F:1])[O:6][C:5]2[CH:7]=[CH:8][C:9]([C:11]3([C:14]([NH:16][C:17]4[CH:18]=[C:19]([CH3:32])[CH:20]=[C:21]([C:23]5[CH:28]=[C:27]([CH3:29])[C:26](=[O:30])[NH:25][CH:24]=5)[N:22]=4)=[O:15])[CH2:13][CH2:12]3)=[CH:10][C:4]=2[O:3]1. The yield is 0.460. (2) The yield is 0.990. The catalyst is C(O)(=O)C.[Zn]. The product is [NH2:8][C:7]1([C:1]2[CH:6]=[CH:5][CH:4]=[CH:3][CH:2]=2)[CH:11]([CH2:10][OH:9])[CH2:12][N:13]([C:15]([O:17][CH2:18][C:19]2[CH:20]=[CH:21][CH:22]=[CH:23][CH:24]=2)=[O:16])[CH2:14]1. The reactants are [C:1]1([C:7]23[CH2:14][N:13]([C:15]([O:17][CH2:18][C:19]4[CH:24]=[CH:23][CH:22]=[CH:21][CH:20]=4)=[O:16])[CH2:12][CH:11]2[CH2:10][O:9][NH:8]3)[CH:6]=[CH:5][CH:4]=[CH:3][CH:2]=1.C(OCC)(=O)C. (3) The reactants are C[Si]([N-][Si](C)(C)C)(C)C.[Na+].[Cl:11][C:12]1[N:17]=[CH:16][C:15]([NH2:18])=[C:14]([C:19]2[C:20](F)=[N:21][CH:22]=[C:23]([C:25]3[CH:30]=[CH:29][C:28]([CH2:31][N:32]4[CH2:37][CH2:36][CH2:35][CH2:34][CH2:33]4)=[CH:27][CH:26]=3)[CH:24]=2)[C:13]=1[CH:39]=[CH2:40]. The catalyst is C1COCC1.[Cl-].[Na+].O.C(OCC)(=O)C. The product is [Cl:11][C:12]1[N:17]=[CH:16][C:15]2[NH:18][C:20]3[N:21]=[CH:22][C:23]([C:25]4[CH:30]=[CH:29][C:28]([CH2:31][N:32]5[CH2:37][CH2:36][CH2:35][CH2:34][CH2:33]5)=[CH:27][CH:26]=4)=[CH:24][C:19]=3[C:14]=2[C:13]=1[CH:39]=[CH2:40]. The yield is 0.260. (4) The reactants are C(NC1C=CC(C2C=C3C(CN([C@@H](C(C)C)C(O)=O)C3=O)=CC=2)=CC=1)(=O)C1C=CC=CC=1.[CH3:33][CH:34]([CH3:68])[C@H:35]([N:40]1[CH2:48][C:47]2[C:42](=[CH:43][C:44]([C:49]3[CH:54]=[CH:53][C:52]([NH:55][C:56](=[O:66])[C:57]4[C:62]([CH3:63])=[CH:61][C:60]([CH3:64])=[CH:59][C:58]=4[CH3:65])=[CH:51][CH:50]=3)=[CH:45][CH:46]=2)[C:41]1=[O:67])[C:36]([O:38]C)=[O:37]. No catalyst specified. The product is [CH3:33][CH:34]([CH3:68])[C@H:35]([N:40]1[CH2:48][C:47]2[C:42](=[CH:43][C:44]([C:49]3[CH:50]=[CH:51][C:52]([NH:55][C:56](=[O:66])[C:57]4[C:58]([CH3:65])=[CH:59][C:60]([CH3:64])=[CH:61][C:62]=4[CH3:63])=[CH:53][CH:54]=3)=[CH:45][CH:46]=2)[C:41]1=[O:67])[C:36]([OH:38])=[O:37]. The yield is 0.810. (5) The reactants are Cl[C:2]1[C:3]2[CH:20]=[CH:19][S:18][C:4]=2[N:5]=[C:6]([C:8]([F:17])([F:16])[C:9]2[CH:14]=[CH:13][C:12]([F:15])=[CH:11][CH:10]=2)[N:7]=1.[NH:21]1[CH:25]=[CH:24][C:23]([NH2:26])=[N:22]1.[I-].[K+].CCN(C(C)C)C(C)C. The catalyst is CN(C=O)C. The product is [F:16][C:8]([F:17])([C:9]1[CH:14]=[CH:13][C:12]([F:15])=[CH:11][CH:10]=1)[C:6]1[N:7]=[C:2]([NH:26][C:23]2[CH:24]=[CH:25][NH:21][N:22]=2)[C:3]2[CH:20]=[CH:19][S:18][C:4]=2[N:5]=1. The yield is 0.0500.